From a dataset of NCI-60 drug combinations with 297,098 pairs across 59 cell lines. Regression. Given two drug SMILES strings and cell line genomic features, predict the synergy score measuring deviation from expected non-interaction effect. (1) Drug 1: CC1CCC2CC(C(=CC=CC=CC(CC(C(=O)C(C(C(=CC(C(=O)CC(OC(=O)C3CCCCN3C(=O)C(=O)C1(O2)O)C(C)CC4CCC(C(C4)OC)O)C)C)O)OC)C)C)C)OC. Drug 2: CN(CC1=CN=C2C(=N1)C(=NC(=N2)N)N)C3=CC=C(C=C3)C(=O)NC(CCC(=O)O)C(=O)O. Cell line: HCT-15. Synergy scores: CSS=63.9, Synergy_ZIP=6.14, Synergy_Bliss=3.18, Synergy_Loewe=3.22, Synergy_HSA=6.22. (2) Drug 1: CC1=C(C=C(C=C1)C(=O)NC2=CC(=CC(=C2)C(F)(F)F)N3C=C(N=C3)C)NC4=NC=CC(=N4)C5=CN=CC=C5. Drug 2: C1C(C(OC1N2C=NC3=C2NC=NCC3O)CO)O. Cell line: HOP-92. Synergy scores: CSS=9.93, Synergy_ZIP=16.5, Synergy_Bliss=21.7, Synergy_Loewe=9.56, Synergy_HSA=4.84. (3) Drug 1: CCCCCOC(=O)NC1=NC(=O)N(C=C1F)C2C(C(C(O2)C)O)O. Drug 2: CC1=C2C(C(=O)C3(C(CC4C(C3C(C(C2(C)C)(CC1OC(=O)C(C(C5=CC=CC=C5)NC(=O)C6=CC=CC=C6)O)O)OC(=O)C7=CC=CC=C7)(CO4)OC(=O)C)O)C)OC(=O)C. Cell line: BT-549. Synergy scores: CSS=2.00, Synergy_ZIP=-3.56, Synergy_Bliss=-3.93, Synergy_Loewe=-21.7, Synergy_HSA=-5.73. (4) Drug 1: CCC1=C2CN3C(=CC4=C(C3=O)COC(=O)C4(CC)O)C2=NC5=C1C=C(C=C5)O. Drug 2: CC1C(C(CC(O1)OC2CC(OC(C2O)C)OC3=CC4=CC5=C(C(=O)C(C(C5)C(C(=O)C(C(C)O)O)OC)OC6CC(C(C(O6)C)O)OC7CC(C(C(O7)C)O)OC8CC(C(C(O8)C)O)(C)O)C(=C4C(=C3C)O)O)O)O. Cell line: HCT116. Synergy scores: CSS=82.6, Synergy_ZIP=-1.09, Synergy_Bliss=-1.48, Synergy_Loewe=-1.82, Synergy_HSA=-0.152.